This data is from Forward reaction prediction with 1.9M reactions from USPTO patents (1976-2016). The task is: Predict the product of the given reaction. (1) Given the reactants [CH3:1][C@H:2]1[CH2:7][O:6][CH2:5][CH2:4][N:3]1[C:8]1[N:9]=[C:10]([N:28]2[CH2:33][CH2:32][O:31][CH2:30][C@@H:29]2[CH3:34])[C:11]2[CH:17]=[CH:16][C:15]([C:18]3[CH:19]=[CH:20][C:21]([O:26][CH3:27])=[C:22]([CH2:24][OH:25])[CH:23]=3)=[N:14][C:12]=2[N:13]=1.[C:35]([OH:42])(=[O:41])/[CH:36]=[CH:37]/[C:38]([OH:40])=[O:39], predict the reaction product. The product is: [C:35]([OH:42])(=[O:41])/[CH:36]=[CH:37]/[C:38]([OH:40])=[O:39].[CH3:1][C@H:2]1[CH2:7][O:6][CH2:5][CH2:4][N:3]1[C:8]1[N:9]=[C:10]([N:28]2[CH2:33][CH2:32][O:31][CH2:30][C@@H:29]2[CH3:34])[C:11]2[CH:17]=[CH:16][C:15]([C:18]3[CH:19]=[CH:20][C:21]([O:26][CH3:27])=[C:22]([CH2:24][OH:25])[CH:23]=3)=[N:14][C:12]=2[N:13]=1. (2) Given the reactants [CH3:1][C@H:2]1[CH2:7][NH:6][CH2:5][CH2:4][N:3]1[C:8]([O:10][C:11]([CH3:14])([CH3:13])[CH3:12])=[O:9].[C:15]([N:18]1[C:27]2[C:22](=[CH:23][C:24](Br)=[CH:25][CH:26]=2)[C@H:21]([NH:29]C(=O)OCC2C=CC=CC=2)[C@@H:20]([CH3:40])[C@@H:19]1[CH:41]1[CH2:43][CH2:42]1)(=[O:17])[CH3:16].CC(C)([O-])C.[Na+].CN(C1C(C2C(P(C3CCCCC3)C3CCCCC3)=CC=CC=2)=CC=CC=1)C, predict the reaction product. The product is: [C:15]([N:18]1[C:27]2[C:22](=[CH:23][C:24]([N:6]3[CH2:5][CH2:4][N:3]([C:8]([O:10][C:11]([CH3:13])([CH3:12])[CH3:14])=[O:9])[C@@H:2]([CH3:1])[CH2:7]3)=[CH:25][CH:26]=2)[C@H:21]([NH2:29])[C@@H:20]([CH3:40])[C@@H:19]1[CH:41]1[CH2:43][CH2:42]1)(=[O:17])[CH3:16]. (3) Given the reactants [CH3:1][O:2][C:3](=[O:18])[C@@H:4]([NH:10]C(OC(C)(C)C)=O)[CH2:5][CH2:6][N:7]([CH3:9])[CH3:8].[ClH:19], predict the reaction product. The product is: [ClH:19].[ClH:19].[NH2:10][C@@H:4]([CH2:5][CH2:6][N:7]([CH3:9])[CH3:8])[C:3]([O:2][CH3:1])=[O:18]. (4) The product is: [Br:9][C:10]1[N:11]=[C:12]([C:26](=[O:27])[CH2:25][F:24])[C:13]([F:23])=[C:14]([Si:16]([CH2:21][CH3:22])([CH2:19][CH3:20])[CH2:17][CH3:18])[CH:15]=1. Given the reactants C([N-]C(C)C)(C)C.[Li+].[Br:9][C:10]1[CH:15]=[C:14]([Si:16]([CH2:21][CH3:22])([CH2:19][CH3:20])[CH2:17][CH3:18])[C:13]([F:23])=[CH:12][N:11]=1.[F:24][CH2:25][C:26](OCC)=[O:27], predict the reaction product.